This data is from Reaction yield outcomes from USPTO patents with 853,638 reactions. The task is: Predict the reaction yield, written as a fraction of the theoretical maximum amount of product (1.0 means a 100% yield; for example, 0.34 means a 34% yield). (1) The reactants are FC(F)(F)S(O[C:7]1[CH:16]=[CH:15][CH:14]=[C:13]2[C:8]=1[CH2:9][CH2:10][C:11](=[O:17])[NH:12]2)(=O)=O.[CH2:20]([Sn](CCCC)(CCCC)CCCC)[CH:21]=[CH2:22]. The catalyst is CN(C=O)C.[Pd].C1(P(C2C=CC=CC=2)C2C=CC=CC=2)C=CC=CC=1.C1(P(C2C=CC=CC=2)C2C=CC=CC=2)C=CC=CC=1.C1(P(C2C=CC=CC=2)C2C=CC=CC=2)C=CC=CC=1.C1(P(C2C=CC=CC=2)C2C=CC=CC=2)C=CC=CC=1.[Li+].[Cl-]. The product is [CH2:22]([C:7]1[CH:16]=[CH:15][CH:14]=[C:13]2[C:8]=1[CH2:9][CH2:10][C:11](=[O:17])[NH:12]2)[CH:21]=[CH2:20]. The yield is 0.850. (2) The reactants are [CH3:1][N:2]1[C:10]([CH:11]=O)=[N:9][C:8]2[C:3]1=[N:4][C:5]([N:19]1[C:23]3[CH:24]=[CH:25][CH:26]=[CH:27][C:22]=3[N:21]=[C:20]1[CH3:28])=[N:6][C:7]=2[N:13]1[CH2:18][CH2:17][O:16][CH2:15][CH2:14]1.[CH3:29][N:30]([CH3:39])[C:31]([CH:33]1[CH2:38][CH2:37][NH:36][CH2:35][CH2:34]1)=[O:32].C(O[BH-](OC(=O)C)OC(=O)C)(=O)C.[Na+]. The catalyst is ClCCCl. The product is [CH3:29][N:30]([CH3:39])[C:31]([CH:33]1[CH2:34][CH2:35][N:36]([CH2:11][C:10]2[N:2]([CH3:1])[C:3]3[C:8]([N:9]=2)=[C:7]([N:13]2[CH2:14][CH2:15][O:16][CH2:17][CH2:18]2)[N:6]=[C:5]([N:19]2[C:23]4[CH:24]=[CH:25][CH:26]=[CH:27][C:22]=4[N:21]=[C:20]2[CH3:28])[N:4]=3)[CH2:37][CH2:38]1)=[O:32]. The yield is 0.510. (3) The reactants are [F:1][C:2]1[CH:3]=[C:4]([C@H:9]2[CH2:13][CH2:12][CH2:11][N:10]2[C:14]2[CH:19]=[CH:18][N:17]3[N:20]=[CH:21][C:22]([C:23]([O:25][CH2:26][CH3:27])=[O:24])=[C:16]3[N:15]=2)[CH:5]=[C:6]([OH:8])[CH:7]=1.Br[CH2:29][CH2:30][O:31][CH3:32].C([O-])([O-])=O.[K+].[K+]. The catalyst is CN(C=O)C. The product is [F:1][C:2]1[CH:3]=[C:4]([C@H:9]2[CH2:13][CH2:12][CH2:11][N:10]2[C:14]2[CH:19]=[CH:18][N:17]3[N:20]=[CH:21][C:22]([C:23]([O:25][CH2:26][CH3:27])=[O:24])=[C:16]3[N:15]=2)[CH:5]=[C:6]([O:8][CH2:29][CH2:30][O:31][CH3:32])[CH:7]=1. The yield is 0.910.